From a dataset of Full USPTO retrosynthesis dataset with 1.9M reactions from patents (1976-2016). Predict the reactants needed to synthesize the given product. The reactants are: C([O:3][CH:4](OCC)[C:5]1[CH:10]=[CH:9][C:8]([CH2:11][CH2:12][CH2:13][O:14][CH2:15][C:16]2[CH:21]=[CH:20][CH:19]=[CH:18][CH:17]=2)=[CH:7][CH:6]=1)C.Cl.O. Given the product [CH2:15]([O:14][CH2:13][CH2:12][CH2:11][C:8]1[CH:9]=[CH:10][C:5]([CH2:4][OH:3])=[CH:6][CH:7]=1)[C:16]1[CH:17]=[CH:18][CH:19]=[CH:20][CH:21]=1, predict the reactants needed to synthesize it.